Task: Predict the reaction yield, written as a fraction of the theoretical maximum amount of product (1.0 means a 100% yield; for example, 0.34 means a 34% yield).. Dataset: Reaction yield outcomes from USPTO patents with 853,638 reactions (1) The reactants are [Cl:1][C:2]([Cl:9])([Cl:8])[CH2:3][O:4][C:5](Cl)=[O:6].Cl.[OH:11][CH:12]1[O:20][C@H:19]([CH2:21][OH:22])[C@@H:17]([OH:18])[C@H:15]([OH:16])[C@H:13]1[NH2:14].C([O-])(O)=O.[Na+]. The catalyst is O. The product is [Cl:1][C:2]([Cl:9])([Cl:8])[CH2:3][O:4][C:5]([NH:14][C@H:13]([C@H:15]([C@@H:17]([C@@H:19]([CH2:21][OH:22])[OH:20])[OH:18])[OH:16])[CH:12]=[O:11])=[O:6]. The yield is 0.900. (2) The reactants are [Cl:1][C:2]1[CH:11]=[CH:10][C:5]2[N:6]=[C:7]([NH2:9])[S:8][C:4]=2[CH:3]=1.Br[CH2:13][C:14](=O)[C:15]([O:17][CH2:18][CH3:19])=[O:16]. No catalyst specified. The product is [Cl:1][C:2]1[CH:11]=[CH:10][C:5]2[N:6]3[CH:13]=[C:14]([C:15]([O:17][CH2:18][CH3:19])=[O:16])[N:9]=[C:7]3[S:8][C:4]=2[CH:3]=1. The yield is 0.600. (3) The product is [CH:10]([N:1]1[CH2:6][CH2:5][CH2:4][CH2:3][CH:2]1[C:7]([OH:9])=[O:8])=[O:12]. The yield is 0.980. The catalyst is C(O)=O.CO. The reactants are [NH:1]1[CH2:6][CH2:5][CH2:4][CH2:3][CH:2]1[C:7]([OH:9])=[O:8].[C:10](OC(=O)C)(=[O:12])C.O. (4) The reactants are [NH2:1][C:2]1[CH:9]=[CH:8][C:5]([C:6]#[N:7])=[C:4]([Cl:10])[CH:3]=1.[I:11]N1C(=O)CCC1=O. The catalyst is CC(O)=O. The product is [NH2:1][C:2]1[C:9]([I:11])=[CH:8][C:5]([C:6]#[N:7])=[C:4]([Cl:10])[CH:3]=1. The yield is 0.390. (5) The reactants are [CH2:1]([O:8][C:9]1[CH:14]=[CH:13][C:12]([CH:15]([OH:18])[CH2:16][CH3:17])=[C:11]([O:19][C:20]2[C:29]3[C:24](=[CH:25][C:26]([O:32][CH3:33])=[C:27]([O:30][CH3:31])[CH:28]=3)[N:23]=[CH:22][CH:21]=2)[CH:10]=1)[C:2]1[CH:7]=[CH:6][CH:5]=[CH:4][CH:3]=1.O. The catalyst is CS(C)=O. The product is [CH2:1]([O:8][C:9]1[CH:14]=[CH:13][C:12]([C:15](=[O:18])[CH2:16][CH3:17])=[C:11]([O:19][C:20]2[C:29]3[C:24](=[CH:25][C:26]([O:32][CH3:33])=[C:27]([O:30][CH3:31])[CH:28]=3)[N:23]=[CH:22][CH:21]=2)[CH:10]=1)[C:2]1[CH:7]=[CH:6][CH:5]=[CH:4][CH:3]=1. The yield is 0.0700. (6) The reactants are S(=O)(=O)(O)O.[SH:6][C:7]1[CH:15]=[CH:14][CH:13]=[CH:12][C:8]=1[C:9]([OH:11])=[O:10].[CH3:16]O. No catalyst specified. The product is [SH:6][C:7]1[CH:15]=[CH:14][CH:13]=[CH:12][C:8]=1[C:9]([O:11][CH3:16])=[O:10]. The yield is 0.910. (7) The reactants are [C:1]([C:3]1[C:12]2[C:7](=[CH:8][CH:9]=[CH:10][CH:11]=2)[C:6](F)=[CH:5][CH:4]=1)#[N:2].[OH:14][C@:15]12[CH2:24][CH2:23][CH2:22][CH2:21][CH:20]1[CH2:19][NH:18][CH2:17][CH2:16]2. The product is [OH:14][C@:15]12[CH2:24][CH2:23][CH2:22][CH2:21][CH:20]1[CH2:19][N:18]([C:6]1[C:7]3[C:12](=[CH:11][CH:10]=[CH:9][CH:8]=3)[C:3]([C:1]#[N:2])=[CH:4][CH:5]=1)[CH2:17][CH2:16]2. The yield is 0.220. No catalyst specified.